From a dataset of Forward reaction prediction with 1.9M reactions from USPTO patents (1976-2016). Predict the product of the given reaction. (1) The product is: [ClH:26].[CH3:1][O:2][C:3]1[CH:4]=[CH:5][C:6]([C:7]([CH:9]2[CH2:10][CH2:11][N:12]([CH:15]3[CH2:19][CH2:18][N:17]([CH2:20][C:21](=[NH:27])[NH2:22])[C:16]3=[O:23])[CH2:13][CH2:14]2)=[O:8])=[CH:24][CH:25]=1. Given the reactants [CH3:1][O:2][C:3]1[CH:25]=[CH:24][C:6]([C:7]([CH:9]2[CH2:14][CH2:13][N:12]([CH:15]3[CH2:19][CH2:18][N:17]([CH2:20][C:21]#[N:22])[C:16]3=[O:23])[CH2:11][CH2:10]2)=[O:8])=[CH:5][CH:4]=1.[Cl-:26].[NH4+:27], predict the reaction product. (2) Given the reactants [CH2:1]([O:3][C:4]1[C:13]([O:14][CH3:15])=[CH:12][C:11]2[C:10]([C:16]3[CH:24]=[CH:23][C:19]([C:20]([OH:22])=O)=[CH:18][CH:17]=3)=[N:9][C@@H:8]3[CH2:25][CH2:26][S:27][CH2:28][C@@H:7]3[C:6]=2[CH:5]=1)[CH3:2].[B-](F)(F)(F)F.CCOC(C(C#N)=NOC(N(C)C)=[N+](C)C)=O.C1C=NC2N(O)N=NC=2C=1.FC(F)(F)C(O)=O.[CH3:68][C:69]1[S:70][C:71]([CH2:74][N:75]2[C:80]3[CH:81]=[C:82]([C:84]4[CH:89]=[CH:88][CH:87]=[CH:86][CH:85]=4)[S:83][C:79]=3[C:78](=[O:90])[N:77]([CH:91]3[CH2:96][CH2:95][NH:94][CH2:93][CH2:92]3)[C:76]2=[O:97])=[CH:72][N:73]=1, predict the reaction product. The product is: [CH2:1]([O:3][C:4]1[C:13]([O:14][CH3:15])=[CH:12][C:11]2[C:10]([C:16]3[CH:24]=[CH:23][C:19]([C:20]([N:94]4[CH2:95][CH2:96][CH:91]([N:77]5[C:78](=[O:90])[C:79]6[S:83][C:82]([C:84]7[CH:85]=[CH:86][CH:87]=[CH:88][CH:89]=7)=[CH:81][C:80]=6[N:75]([CH2:74][C:71]6[S:70][C:69]([CH3:68])=[N:73][CH:72]=6)[C:76]5=[O:97])[CH2:92][CH2:93]4)=[O:22])=[CH:18][CH:17]=3)=[N:9][C@@H:8]3[CH2:25][CH2:26][S:27][CH2:28][C@@H:7]3[C:6]=2[CH:5]=1)[CH3:2]. (3) Given the reactants [N:1]1[CH:6]=[CH:5][CH:4]=[C:3]([NH2:7])[CH:2]=1.ON1C2N=CC=CC=2N=N1.C(Cl)CCl.C(N(C(C)C)CC)(C)C.[F:31][C:32]1[CH:37]=[CH:36][C:35]([CH2:38][O:39][C:40]2[CH:48]=[CH:47][C:46]([C:49]3[CH:50]=[N:51][N:52]([CH2:54][CH2:55][N:56]4[CH2:61][CH2:60][O:59][CH2:58][CH2:57]4)[CH:53]=3)=[CH:45][C:41]=2[C:42](O)=[O:43])=[CH:34][CH:33]=1, predict the reaction product. The product is: [F:31][C:32]1[CH:33]=[CH:34][C:35]([CH2:38][O:39][C:40]2[CH:48]=[CH:47][C:46]([C:49]3[CH:50]=[N:51][N:52]([CH2:54][CH2:55][N:56]4[CH2:61][CH2:60][O:59][CH2:58][CH2:57]4)[CH:53]=3)=[CH:45][C:41]=2[C:42]([NH:7][C:3]2[CH:2]=[N:1][CH:6]=[CH:5][CH:4]=2)=[O:43])=[CH:36][CH:37]=1. (4) The product is: [Br:12][C:13]1[C:18]([C:19]2[C:30]([CH3:31])=[N:29][C:22]3[N:23]=[C:24]([NH:44][CH3:43])[N:25]=[CH:26][C:21]=3[CH:20]=2)=[CH:17][C:16]([NH:32][C:33]([NH:35][CH2:36][CH2:37][C:38]([CH3:41])([CH3:40])[CH3:39])=[O:34])=[C:15]([F:42])[CH:14]=1. Given the reactants C1C=C(Cl)C=C(C(OO)=O)C=1.[Br:12][C:13]1[C:18]([C:19]2[C:30]([CH3:31])=[N:29][C:22]3[N:23]=[C:24](SC)[N:25]=[CH:26][C:21]=3[CH:20]=2)=[CH:17][C:16]([NH:32][C:33]([NH:35][CH2:36][CH2:37][C:38]([CH3:41])([CH3:40])[CH3:39])=[O:34])=[C:15]([F:42])[CH:14]=1.[CH3:43][NH2:44].C1COCC1, predict the reaction product. (5) Given the reactants [CH3:1][C:2]1[CH:3]=[C:4]([CH:15]=[CH:16][CH:17]=1)[CH2:5][C:6]1[CH:7]=[C:8]([C:11](OC)=[O:12])[O:9][CH:10]=1.[AlH4-].[Li+].CCOCC.[O-]S([O-])(=O)=O.[Na+].[Na+], predict the reaction product. The product is: [CH3:1][C:2]1[CH:3]=[C:4]([CH:15]=[CH:16][CH:17]=1)[CH2:5][C:6]1[CH:7]=[C:8]([CH2:11][OH:12])[O:9][CH:10]=1.